From a dataset of Full USPTO retrosynthesis dataset with 1.9M reactions from patents (1976-2016). Predict the reactants needed to synthesize the given product. (1) The reactants are: [Cl:1][C:2]1[CH:7]=[CH:6][C:5]([S:8]([N:11]([C:15]2[C:16]([C:22](=[O:35])[C:23]3[CH:28]=[C:27]([N:29]4[CH:33]=[CH:32][CH:31]=[N:30]4)[CH:26]=[CH:25][C:24]=3[Cl:34])=[N:17][CH:18]=[C:19]([Cl:21])[CH:20]=2)COC)(=[O:10])=[O:9])=[CH:4][C:3]=1[C:36]([F:39])([F:38])[F:37]. Given the product [Cl:1][C:2]1[CH:7]=[CH:6][C:5]([S:8]([NH:11][C:15]2[C:16]([C:22](=[O:35])[C:23]3[CH:28]=[C:27]([N:29]4[CH:33]=[CH:32][CH:31]=[N:30]4)[CH:26]=[CH:25][C:24]=3[Cl:34])=[N:17][CH:18]=[C:19]([Cl:21])[CH:20]=2)(=[O:9])=[O:10])=[CH:4][C:3]=1[C:36]([F:37])([F:38])[F:39], predict the reactants needed to synthesize it. (2) Given the product [C:1]([O:5][C:6]([N:8]1[C@@H:12]([CH2:13][CH2:14][C:15]2[CH:16]=[CH:17][C:18]([NH:21][C:60]([C:57]3[CH:56]=[CH:55][C:54]([Cl:53])=[CH:59][N:58]=3)=[O:61])=[CH:19][CH:20]=2)[CH2:11][O:10][C:9]1([CH3:23])[CH3:22])=[O:7])([CH3:4])([CH3:2])[CH3:3], predict the reactants needed to synthesize it. The reactants are: [C:1]([O:5][C:6]([N:8]1[C@@H:12]([CH2:13][CH2:14][C:15]2[CH:20]=[CH:19][C:18]([NH2:21])=[CH:17][CH:16]=2)[CH2:11][O:10][C:9]1([CH3:23])[CH3:22])=[O:7])([CH3:4])([CH3:3])[CH3:2].CN1CCOCC1.CN(C(ON1N=NC2C=CC=CC1=2)=[N+](C)C)C.[B-](F)(F)(F)F.[Cl:53][C:54]1[CH:55]=[CH:56][C:57]([C:60](O)=[O:61])=[N:58][CH:59]=1. (3) The reactants are: [F:1][C:2]1[CH:3]=[CH:4][CH:5]=[C:6]2[C:10]=1[NH:9][C:8]([C:11]([OH:13])=O)=[CH:7]2.[F:14][C:15]1[CH:20]=[CH:19][C:18]([C:21]2[O:22][C:23]3[CH:33]=[C:32]([N:34]([CH3:39])[S:35]([CH3:38])(=[O:37])=[O:36])[C:31]([C@H:40]4[CH2:45][CH2:44][CH2:43][NH:42][CH2:41]4)=[CH:30][C:24]=3[C:25]=2[C:26]([NH:28][CH3:29])=[O:27])=[CH:17][CH:16]=1.C(N(CC)C(C)C)(C)C.C(P1(=O)OP(=O)(CCC)OP(=O)(CCC)O1)CC. Given the product [F:1][C:2]1[CH:3]=[CH:4][CH:5]=[C:6]2[C:10]=1[NH:9][C:8]([C:11]([N:42]1[CH2:43][CH2:44][CH2:45][C@H:40]([C:31]3[C:32]([N:34]([CH3:39])[S:35]([CH3:38])(=[O:36])=[O:37])=[CH:33][C:23]4[O:22][C:21]([C:18]5[CH:17]=[CH:16][C:15]([F:14])=[CH:20][CH:19]=5)=[C:25]([C:26]([NH:28][CH3:29])=[O:27])[C:24]=4[CH:30]=3)[CH2:41]1)=[O:13])=[CH:7]2, predict the reactants needed to synthesize it. (4) Given the product [C:23]([O:22][C:20]([N:16]1[CH2:17][CH:18]=[CH:19][C@H:15]1[CH2:13][OH:12])=[O:21])([CH3:26])([CH3:25])[CH3:24], predict the reactants needed to synthesize it. The reactants are: [H-].C([Al+]CC(C)C)C(C)C.C[O:12][C:13]([C@@H:15]1[CH:19]=[CH:18][CH2:17][N:16]1[C:20]([O:22][C:23]([CH3:26])([CH3:25])[CH3:24])=[O:21])=O.C(OCC)(=O)C.C(C(C(C([O-])=O)O)O)([O-])=O.[K+].[Na+].